This data is from Reaction yield outcomes from USPTO patents with 853,638 reactions. The task is: Predict the reaction yield, written as a fraction of the theoretical maximum amount of product (1.0 means a 100% yield; for example, 0.34 means a 34% yield). (1) The reactants are [CH2:1]=O.[Br:3][C:4]1[CH:9]=[CH:8][C:7]([CH:10]=[CH:11][C:12]([NH:14][C:15]2[CH:20]=[CH:19][C:18]([Cl:21])=[CH:17][CH:16]=2)=[O:13])=[C:6]([F:22])[CH:5]=1.[NH:23]([CH2:25]C(O)=O)[CH3:24].O. The catalyst is C1(C)C=CC=CC=1. The product is [Cl:21][C:18]1[CH:17]=[CH:16][C:15]([NH:14][C:12]([CH:11]2[CH:10]([C:7]3[CH:8]=[CH:9][C:4]([Br:3])=[CH:5][C:6]=3[F:22])[CH2:1][N:23]([CH3:25])[CH2:24]2)=[O:13])=[CH:20][CH:19]=1. The yield is 0.400. (2) The yield is 0.920. The catalyst is O. The product is [CH2:25]([N:32]1[CH:36]=[C:35]([C:37]([O:39][CH2:40][CH3:41])=[O:38])[C:34]([O:42][CH2:2][C:3]2[CH:22]=[CH:21][C:6]([O:7][CH2:8][C:9]3[N:10]=[C:11]([C:15]4[CH:20]=[CH:19][CH:18]=[CH:17][CH:16]=4)[O:12][C:13]=3[CH3:14])=[C:5]([O:23][CH3:24])[CH:4]=2)=[N:33]1)[C:26]1[CH:27]=[CH:28][CH:29]=[CH:30][CH:31]=1. The reactants are Cl[CH2:2][C:3]1[CH:22]=[CH:21][C:6]([O:7][CH2:8][C:9]2[N:10]=[C:11]([C:15]3[CH:20]=[CH:19][CH:18]=[CH:17][CH:16]=3)[O:12][C:13]=2[CH3:14])=[C:5]([O:23][CH3:24])[CH:4]=1.[CH2:25]([N:32]1[CH:36]=[C:35]([C:37]([O:39][CH2:40][CH3:41])=[O:38])[C:34]([OH:42])=[N:33]1)[C:26]1[CH:31]=[CH:30][CH:29]=[CH:28][CH:27]=1.C(=O)([O-])[O-].[K+].[K+].CN(C)C=O. (3) The reactants are O=P(Cl)(Cl)[Cl:3].[C:6]([C:10]1[N:15]=[C:14](O)[C:13]([C:17]([O:19][CH2:20][CH3:21])=[O:18])=[CH:12][N:11]=1)([CH3:9])([CH3:8])[CH3:7]. The catalyst is C(N(CC)CC)C. The product is [C:6]([C:10]1[N:15]=[C:14]([Cl:3])[C:13]([C:17]([O:19][CH2:20][CH3:21])=[O:18])=[CH:12][N:11]=1)([CH3:9])([CH3:8])[CH3:7]. The yield is 0.850.